Predict the reactants needed to synthesize the given product. From a dataset of Full USPTO retrosynthesis dataset with 1.9M reactions from patents (1976-2016). (1) Given the product [CH2:37]([N:3]([CH2:1][CH3:2])[CH2:4][CH2:5][CH2:6][NH:7][C:8]1[N:9]=[C:10]([C:27]2[CH:28]=[C:29]([CH:33]=[CH:34][C:35]=2[CH3:36])[C:30]([NH:66][CH2:65][C:64]([CH3:68])([CH3:67])[CH3:63])=[O:31])[C:11]2[CH:17]=[CH:16][C:15](=[O:18])[N:14]([C:19]3[C:24]([F:25])=[CH:23][CH:22]=[CH:21][C:20]=3[F:26])[C:12]=2[N:13]=1)[CH3:38], predict the reactants needed to synthesize it. The reactants are: [CH2:1]([N:3]([CH2:37][CH3:38])[CH2:4][CH2:5][CH2:6][NH:7][C:8]1[N:9]=[C:10]([C:27]2[CH:28]=[C:29]([CH:33]=[CH:34][C:35]=2[CH3:36])[C:30](O)=[O:31])[C:11]2[CH:17]=[CH:16][C:15](=[O:18])[N:14]([C:19]3[C:24]([F:25])=[CH:23][CH:22]=[CH:21][C:20]=3[F:26])[C:12]=2[N:13]=1)[CH3:2].CN(C(ON1N=NC2C=CC=CC1=2)=[N+](C)C)C.F[P-](F)(F)(F)(F)F.[CH3:63][C:64]([CH3:68])([CH3:67])[CH2:65][NH2:66]. (2) Given the product [C:11]([NH:1][C@H:2]([C:8]([OH:10])=[O:9])[CH2:3][CH2:4][C:5](=[O:7])[NH2:6])([O:13][CH2:14][CH:15]1[C:16]2[C:21](=[CH:20][CH:19]=[CH:18][CH:17]=2)[C:22]2[C:27]1=[CH:26][CH:25]=[CH:24][CH:23]=2)=[O:12], predict the reactants needed to synthesize it. The reactants are: [NH2:1][C@H:2]([C:8]([OH:10])=[O:9])[CH2:3][CH2:4][C:5](=[O:7])[NH2:6].[C:11](ON1C(=O)CCC1=O)([O:13][CH2:14][CH:15]1[C:27]2[C:22](=[CH:23][CH:24]=[CH:25][CH:26]=2)[C:21]2[C:16]1=[CH:17][CH:18]=[CH:19][CH:20]=2)=[O:12].C(=O)([O-])[O-].[Na+].[Na+]. (3) The reactants are: [CH2:1]([O:8][C:9]1[C:17]([CH3:18])=[CH:16][C:12]([C:13](O)=O)=[CH:11][C:10]=1[CH3:19])[C:2]1[CH:7]=[CH:6][CH:5]=[CH:4][CH:3]=1.S(Cl)(Cl)=O.[NH2:24][C:25]1[C:26](=[S:40])[NH:27][C:28]([C:31]2([C:34]3[CH:39]=[CH:38][CH:37]=[CH:36][CH:35]=3)[CH2:33][CH2:32]2)=[CH:29][CH:30]=1.C12(CS(O)(=O)=O)C(C)(C)C(CC1)CC2=O. Given the product [CH2:1]([O:8][C:9]1[C:17]([CH3:18])=[CH:16][C:12]([C:13]2[S:40][C:26]3[C:25]([N:24]=2)=[CH:30][CH:29]=[C:28]([C:31]2([C:34]4[CH:35]=[CH:36][CH:37]=[CH:38][CH:39]=4)[CH2:32][CH2:33]2)[N:27]=3)=[CH:11][C:10]=1[CH3:19])[C:2]1[CH:7]=[CH:6][CH:5]=[CH:4][CH:3]=1, predict the reactants needed to synthesize it. (4) Given the product [C:1]([C:4]1[C:22](=[O:23])[C@@:8]2([CH3:24])[C:9]3[C:15]([OH:16])=[CH:14][C:13]([O:17][CH3:18])=[C:12]([C:19]([NH:21][CH2:42][C:35]4[C:36]5[C:41](=[CH:40][CH:39]=[CH:38][CH:37]=5)[C:32]([O:31][CH2:26][C:27]#[C:28][CH2:29][CH3:30])=[CH:33][CH:34]=4)=[O:20])[C:10]=3[O:11][C:7]2=[CH:6][C:5]=1[OH:25])(=[O:3])[CH3:2], predict the reactants needed to synthesize it. The reactants are: [C:1]([C:4]1[C:22](=[O:23])[C@@:8]2([CH3:24])[C:9]3[C:15]([OH:16])=[CH:14][C:13]([O:17][CH3:18])=[C:12]([C:19]([NH2:21])=[O:20])[C:10]=3[O:11][C:7]2=[CH:6][C:5]=1[OH:25])(=[O:3])[CH3:2].[CH2:26]([O:31][C:32]1[C:41]2[C:36](=[CH:37][CH:38]=[CH:39][CH:40]=2)[C:35]([CH:42]=O)=[CH:34][CH:33]=1)[C:27]#[C:28][CH2:29][CH3:30].C([SiH](CC)CC)C.FC(F)(F)C(O)=O. (5) Given the product [Cl:2][C:3]1[CH:4]=[C:5]([N:9]2[C:13]([CH2:14][NH:15][C:39]([NH:38][C:35]3[CH:36]=[N:37][C:32]([NH:31][CH2:30][CH2:29][O:28][CH3:27])=[CH:33][CH:34]=3)=[O:40])=[CH:12][C:11]([C:16]([F:17])([F:18])[F:19])=[N:10]2)[CH:6]=[CH:7][CH:8]=1, predict the reactants needed to synthesize it. The reactants are: Cl.[Cl:2][C:3]1[CH:4]=[C:5]([N:9]2[C:13]([CH2:14][NH2:15])=[CH:12][C:11]([C:16]([F:19])([F:18])[F:17])=[N:10]2)[CH:6]=[CH:7][CH:8]=1.C(N(CC)CC)C.[CH3:27][O:28][CH2:29][CH2:30][NH:31][C:32]1[N:37]=[CH:36][C:35]([NH:38][C:39](=O)[O:40]C2C=CC=CC=2)=[CH:34][CH:33]=1. (6) Given the product [Cl:1][C:2]1[N:3]=[C:4]([N:15]2[CH2:16][CH2:17][O:18][CH2:19][CH2:20]2)[C:5]2[S:10][C:9]([N:28]3[CH2:29][CH2:30][N:25]([S:22]([CH3:21])(=[O:24])=[O:23])[CH2:26][CH2:27]3)=[N:8][C:6]=2[N:7]=1, predict the reactants needed to synthesize it. The reactants are: [Cl:1][C:2]1[N:3]=[C:4]([N:15]2[CH2:20][CH2:19][O:18][CH2:17][CH2:16]2)[C:5]2[S:10][C:9](S(C)(=O)=O)=[N:8][C:6]=2[N:7]=1.[CH3:21][S:22]([N:25]1[CH2:30][CH2:29][NH:28][CH2:27][CH2:26]1)(=[O:24])=[O:23].C([O-])(=O)C.[Na+]. (7) Given the product [C:1]([O:5][C:6]([N:8]1[CH2:13][CH2:12][CH:11]([C:14]2[O:23][C:17]3=[CH:18][N:19]=[C:20]([C:32]4[O:36][C:35]([Si:37]([CH:41]([CH3:43])[CH3:42])([CH:44]([CH3:46])[CH3:45])[CH:38]([CH3:39])[CH3:40])=[N:34][CH:33]=4)[CH:21]=[C:16]3[CH:15]=2)[CH2:10][CH2:9]1)=[O:7])([CH3:4])([CH3:3])[CH3:2], predict the reactants needed to synthesize it. The reactants are: [C:1]([O:5][C:6]([N:8]1[CH2:13][CH2:12][CH:11]([C:14]2[O:23][C:17]3=[CH:18][N:19]=[C:20](Cl)[CH:21]=[C:16]3[CH:15]=2)[CH2:10][CH2:9]1)=[O:7])([CH3:4])([CH3:3])[CH3:2].CC1(C)C(C)(C)OB([C:32]2[O:36][C:35]([Si:37]([CH:44]([CH3:46])[CH3:45])([CH:41]([CH3:43])[CH3:42])[CH:38]([CH3:40])[CH3:39])=[N:34][CH:33]=2)O1.C([O-])([O-])=O.[Na+].[Na+]. (8) Given the product [N:41]1[CH:46]=[C:45]([C:6]2[CH:7]=[C:8]([C:9](=[O:11])[NH:35][C:34]3[CH:36]=[CH:37][C:31]([O:30][C:29]([F:38])([F:39])[F:28])=[CH:32][CH:33]=3)[CH:12]=[CH:13][C:14]=2[C:15]([O:17][CH3:18])=[O:16])[CH:44]=[N:43][CH:42]=1, predict the reactants needed to synthesize it. The reactants are: O=S(Cl)Cl.I[C:6]1[CH:7]=[C:8]([CH:12]=[CH:13][C:14]=1[C:15]([O:17][CH3:18])=[O:16])[C:9]([OH:11])=O.CCN(C(C)C)C(C)C.[F:28][C:29]([F:39])([F:38])[O:30][C:31]1[CH:37]=[CH:36][C:34]([NH2:35])=[CH:33][CH:32]=1.Cl.[N:41]1[CH:46]=[C:45](B(O)O)[CH:44]=[N:43][CH:42]=1.C([O-])([O-])=O.[Na+].[Na+]. (9) Given the product [OH:28][C@H:27]([CH2:26][OH:25])[CH2:29][O:30][NH:31][C:20]([C:11]1[C:12]2[CH2:18][CH2:17][C:16](=[O:19])[C:13]=2[N:14]([CH3:15])[C:10]=1[NH:9][C:3]1[CH:4]=[CH:5][C:6]([I:8])=[CH:7][C:2]=1[F:1])=[O:21], predict the reactants needed to synthesize it. The reactants are: [F:1][C:2]1[CH:7]=[C:6]([I:8])[CH:5]=[CH:4][C:3]=1[NH:9][C:10]1[N:14]([CH3:15])[C:13]2[C:16](=[O:19])[CH2:17][CH2:18][C:12]=2[C:11]=1[C:20](O)=[O:21].CC1(C)[O:28][C@@H:27]([CH2:29][O:30][NH2:31])[CH2:26][O:25]1.C1C=CC2N(O)N=NC=2C=1.C(Cl)CCl.C1(C)C=CC(S(O)(=O)=O)=CC=1.